This data is from Drug-target binding data from BindingDB using Ki measurements. The task is: Regression. Given a target protein amino acid sequence and a drug SMILES string, predict the binding affinity score between them. We predict pKi (pKi = -log10(Ki in M); higher means stronger inhibition). Dataset: bindingdb_ki. (1) The drug is CN(C(=O)Cc1ccccc1)[C@H]1CC[C@@]2(CCCO2)C[C@@H]1N1CCCC1. The target protein sequence is MDSPIQIFRGEPGPTCAPSACLPPNSSAWFPGWAEPDSNGSAGSEDAQLEPAHISPAIPVIITAVYSVVFVVGLVGNSLVMFVIIRYTKMKTATNIYIFNLALADALVTTTMPFQSTVYLMNSWPFGDVLCKIVISIDAYNMFTSIFTLTMMSVDRYIAVCHPVKALDFRTPLKAKIINICIWLLSSSVGISAIVLGGTKVREDVDVIECSLQFPDDDYSWWDLFMKICVFIFAFVIPVLIIIVCYTLMILRLKSVRLLSGSREKDRNLRRITRLVLVVVAVFVVCWTPIHIFILVEALGSTSHSTAALSSYYFCIALGYTNSSLNPILYAFLDENFKRCFRDFCFPLKMRMERQSTSRVRNTVQDPAYLRDIDGMNKPV. The pKi is 7.7. (2) The compound is O=[N+]([O-])OC[C@H]1O[C@@H](n2cnc3c(NC4CCOC4)ncnc32)[C@H](O)[C@@H]1O. The target protein (C9JQD8) has sequence MPIMGSSVYITVELAIAVLAILGNVLVCWAVWLNSNLQNVTNYFVVSLAAADIAVGVLAIPFAITISTGFCAACHGCLFIACFVLVLTQSSIFSLLAIAIDRYIAIRIPLRYNGLVTGTRAKGIIAICWVLSFAIGLTPMLGWNNCGQPKEGKNHSQGCGEGQVACLFEDVVPMNYMVYFNFFACVLVPLLLMLGVYLRIFLAARRQLKQMESQPLPGERARSTLQKEVHAAKSLAIIVGLFALCWLPLHIINCFTFFCPDCSHAPLWLMYLAIVLSHTNSVVNPFIYAYRIREFRQTFRKIIRSHVLRQQEPFKAAGTSARVLAAHGSDGEQVSLRLNGHPPGVWANGSAPHPERRPNGYALGL. The pKi is 4.0. (3) The compound is COc1ccccc1N1CCN(CCCCn2ncc(=O)n(C)c2=O)CC1. The target protein (Q3ZBB6) has sequence MIKFFLMVNKQGQTRLSKYYEHVEINKRTLLETEVIKSCLSRSNEQCSFIEYKDFKLIYRQYAALFIVVGVNDTENEMAIYEFIHNFVEVLDDYFSRVSELDIMFNLDKVHIILDEMVLNGCIVETNRARILAPLLILDKMSDS. The pKi is 7.2. (4) The drug is CCCCn1c(=O)[nH]c2nc(-c3ccc(S(=O)(=O)[O-])cc3)[nH]c2c1=O. The target protein (P30543) has sequence MGSSVYITVELAIAVLAILGNVLVCWAVWINSNLQNVTNFFVVSLAAADIAVGVLAIPFAITISTGFCAACHGCLFFACFVLVLTQSSIFSLLAIAIDRYIAIRIPLRYNGLVTGVRAKGIIAICWVLSFAIGLTPMLGWNNCSQKDGNSTKTCGEGRVTCLFEDVVPMNYMVYYNFFAFVLLPLLLMLAIYLRIFLAARRQLKQMESQPLPGERTRSTLQKEVHAAKSLAIIVGLFALCWLPLHIINCFTFFCSTCRHAPPWLMYLAIILSHSNSVVNPFIYAYRIREFRQTFRKIIRTHVLRRQEPFQAGGSSAWALAAHSTEGEQVSLRLNGHPLGVWANGSATHSGRRPNGYTLGLGGGGSAQGSPRDVELPTQERQEGQEHPGLRGHLVQARVGASSWSSEFAPS. The pKi is 5.1. (5) The drug is Cn1cnc(S(=O)(=O)NCCOc2cc3c(cc2F)CC(N2CC(C)(O)C2)C3Cc2ccccc2)c1. The target protein sequence is MVGKGAKGMLNGAVPSEATKRDQNLKRGNWGNQIEFVLTSVGYAVGLGNVWRFPYLCYRNGGGAFMFPYFIMLIFCGIPLFFMELSFGQFASQGCLGVWRISPMFKGVGYGMMVVSTYIGIYYNVVICIAFYYFFSSMTHVLPWAYCNNPWNTHDCAGVLDASNLTNGSRPAALPSNLSHLLNHSLQRTSPSEEYWRLYVLKLSDDIGNFGEVRLPLLGCLGVSWLVVFLCLIRGVKSSGKVVYFTATFPYVVLTILFVRGVTLEGAFDGIMYYLTPQWDKILEAKVWGDAASQIFYSLGCAWGGLITMASYNKFHNNCYRDSVIISITNCATSVYAGFVIFSILGFMANHLGVDVSRVADHGPGLAFVAYPEALTLLPISPLWSLLFFFMLILLGLGTQFCLLETLVTAIVDEVGNEWILQKKTYVTLGVAVAGFLLGIPLTSQAGIYWLLLMDNYAASFSLVVISCIMCVAIMYIYGHRNYFQDIQMMLGFPPPLFFQ.... The pKi is 7.0. (6) The pKi is 8.2. The target is MLLARMKPQVQPELGGADQ. The drug is COCCCCC(=NOCCN)c1ccc(Cl)cc1.